This data is from Peptide-MHC class II binding affinity with 134,281 pairs from IEDB. The task is: Regression. Given a peptide amino acid sequence and an MHC pseudo amino acid sequence, predict their binding affinity value. This is MHC class II binding data. The MHC is DRB1_0101 with pseudo-sequence DRB1_0101. The peptide sequence is LGNFSWFPHKEMMPS. The binding affinity (normalized) is 0.172.